Dataset: Full USPTO retrosynthesis dataset with 1.9M reactions from patents (1976-2016). Task: Predict the reactants needed to synthesize the given product. (1) Given the product [F:1][C:2]1[CH:7]=[C:6]([O:8][CH2:32][CH:29]2[CH2:30][CH2:31][N:26]([C:19]([O:21][C:22]([CH3:23])([CH3:25])[CH3:24])=[O:20])[CH2:27][CH2:28]2)[CH:5]=[CH:4][C:3]=1[C:9]1[CH:10]=[CH:11][C:12]([S:15]([CH3:18])(=[O:17])=[O:16])=[CH:13][CH:14]=1, predict the reactants needed to synthesize it. The reactants are: [F:1][C:2]1[CH:7]=[C:6]([OH:8])[CH:5]=[CH:4][C:3]=1[C:9]1[CH:14]=[CH:13][C:12]([S:15]([CH3:18])(=[O:17])=[O:16])=[CH:11][CH:10]=1.[C:19]([N:26]1[CH2:31][CH2:30][CH:29]([CH2:32]O)[CH2:28][CH2:27]1)([O:21][C:22]([CH3:25])([CH3:24])[CH3:23])=[O:20].C1C=CC(P(C2C=CC=CC=2)C2C=CC=CC=2)=CC=1.N(C(OC(C)C)=O)=NC(OC(C)C)=O. (2) Given the product [C:1]([O:5][C:6](=[O:26])[C:7]1[CH:12]=[CH:11][CH:10]=[CH:9][C:8]=1[CH2:13][S:14][C:15]1[N:16]([C:34]([C:35]2[CH:40]=[CH:39][CH:38]=[CH:37][CH:36]=2)=[O:41])[C:17]2[CH:23]=[C:22]([CH3:24])[C:21]([CH3:25])=[CH:20][C:18]=2[N:19]=1)([CH3:4])([CH3:3])[CH3:2], predict the reactants needed to synthesize it. The reactants are: [C:1]([O:5][C:6](=[O:26])[C:7]1[CH:12]=[CH:11][CH:10]=[CH:9][C:8]=1[CH2:13][S:14][C:15]1[NH:16][C:17]2[CH:23]=[C:22]([CH3:24])[C:21]([CH3:25])=[CH:20][C:18]=2[N:19]=1)([CH3:4])([CH3:3])[CH3:2].C(N(CC)CC)C.[C:34](Cl)(=[O:41])[C:35]1[CH:40]=[CH:39][CH:38]=[CH:37][CH:36]=1.O.